This data is from Forward reaction prediction with 1.9M reactions from USPTO patents (1976-2016). The task is: Predict the product of the given reaction. (1) Given the reactants [OH-].[NH4+:2].[N+:3]([C:6]1[CH:10]=[CH:9][S:8][C:7]=1[S:11](Cl)(=[O:13])=[O:12])([O-:5])=[O:4], predict the reaction product. The product is: [N+:3]([C:6]1[CH:10]=[CH:9][S:8][C:7]=1[S:11]([NH2:2])(=[O:13])=[O:12])([O-:5])=[O:4]. (2) Given the reactants [Cl:1][C:2]1[CH:8]=[CH:7][C:5]([NH2:6])=[C:4]([C:9]2[CH:14]=[C:13]([O:15][CH3:16])[N:12]=[CH:11][N:10]=2)[C:3]=1[F:17].C(ON=O)CC(C)C.[Si]([N:30]=[N+:31]=[N-])(C)(C)C.[C:33]([Si:35]([CH3:38])([CH3:37])[CH3:36])#[CH:34], predict the reaction product. The product is: [Cl:1][C:2]1[C:3]([F:17])=[C:4]([C:9]2[CH:14]=[C:13]([O:15][CH3:16])[N:12]=[CH:11][N:10]=2)[C:5]([N:6]2[CH:34]=[C:33]([Si:35]([CH3:38])([CH3:37])[CH3:36])[N:31]=[N:30]2)=[CH:7][CH:8]=1. (3) Given the reactants Br[C:2]1[CH:15]=[N:14][C:5]2[NH:6][C:7]3[CH2:8][CH2:9][CH2:10][C:11](=[O:13])[C:12]=3[C:4]=2[CH:3]=1.[C:16]([C:19]1[CH:20]=[C:21](B(O)O)[CH:22]=[CH:23][CH:24]=1)(=[O:18])[CH3:17].C(=O)([O-])[O-].[Na+].[Na+].Cl, predict the reaction product. The product is: [C:16]([C:19]1[CH:24]=[C:23]([C:2]2[CH:15]=[N:14][C:5]3[NH:6][C:7]4[CH2:8][CH2:9][CH2:10][C:11](=[O:13])[C:12]=4[C:4]=3[CH:3]=2)[CH:22]=[CH:21][CH:20]=1)(=[O:18])[CH3:17]. (4) Given the reactants Br[C:2]1[CH:7]=[CH:6][C:5]([N:8]2[C:12](=[O:13])[CH2:11][C:10]([CH3:14])=[N:9]2)=[CH:4][CH:3]=1.[CH3:15][O:16][C:17]1[CH:18]=[C:19]([CH:27]=[CH:28]B(O)O)[CH:20]=[CH:21][C:22]=1[O:23][CH2:24][O:25][CH3:26].C(=O)([O-])[O-].[Na+].[Na+], predict the reaction product. The product is: [CH3:15][O:16][C:17]1[CH:18]=[C:19]([CH:27]=[CH:28][C:2]2[CH:7]=[CH:6][C:5]([N:8]3[C:12](=[O:13])[CH2:11][C:10]([CH3:14])=[N:9]3)=[CH:4][CH:3]=2)[CH:20]=[CH:21][C:22]=1[O:23][CH2:24][O:25][CH3:26].